This data is from Forward reaction prediction with 1.9M reactions from USPTO patents (1976-2016). The task is: Predict the product of the given reaction. (1) Given the reactants [I:1][C:2]1[CH:3]=[C:4]2[C:9](=[CH:10][CH:11]=1)[C:8](=[O:12])[NH:7][C:6](=[O:13])/[C:5]/2=[CH:14]/OC.[NH2:17][CH2:18][C:19]1[CH:24]=[CH:23][N:22]([C:25]2[CH:29]=[CH:28][S:27][CH:26]=2)[C:21](=[O:30])[CH:20]=1.C(N(CC)CC)C, predict the reaction product. The product is: [I:1][C:2]1[CH:3]=[C:4]2[C:9](=[CH:10][CH:11]=1)[C:8](=[O:12])[NH:7][C:6](=[O:13])/[C:5]/2=[CH:14]\[NH:17][CH2:18][C:19]1[CH:24]=[CH:23][N:22]([C:25]2[CH:29]=[CH:28][S:27][CH:26]=2)[C:21](=[O:30])[CH:20]=1. (2) Given the reactants [F:1][C:2]1[CH:7]=[CH:6][C:5]([C:8]2[C:13]([OH:14])=[CH:12][C:11]([C:15](N(OC)C)=[O:16])=[CH:10][C:9]=2[OH:21])=[CH:4][CH:3]=1.C1COCC1.CC(C[AlH]CC(C)C)C.CCOC(C)=O, predict the reaction product. The product is: [F:1][C:2]1[CH:3]=[CH:4][C:5]([C:8]2[C:9]([OH:21])=[CH:10][C:11]([CH:15]=[O:16])=[CH:12][C:13]=2[OH:14])=[CH:6][CH:7]=1. (3) The product is: [C:1]([N:5]1[C:9]([CH3:10])=[C:8]([N:11]2[C:15](=[O:16])[N:14]([CH3:17])[N:13]=[N:12]2)[CH:7]=[N:6]1)([CH3:4])([CH3:2])[CH3:3]. Given the reactants [C:1]([N:5]1[C:9]([CH3:10])=[C:8]([N:11]2[C:15](=[O:16])[NH:14][N:13]=[N:12]2)[CH:7]=[N:6]1)([CH3:4])([CH3:3])[CH3:2].[C:17](=O)([O-])[O-].[K+].[K+].S(OC)(OC)(=O)=O.C(=O)(O)[O-].[Na+], predict the reaction product. (4) Given the reactants C(OC([NH:8][CH2:9][CH2:10][O:11][C:12]1[CH:17]=[CH:16][C:15]([C@@H:18]([NH:23][S:24]([C:27]2[CH:32]=[CH:31][C:30]([O:33][CH2:34][C:35]#[C:36][CH3:37])=[CH:29][CH:28]=2)(=[O:26])=[O:25])[C:19]([O:21][CH3:22])=[O:20])=[CH:14][CH:13]=1)=O)(C)(C)C.FC(F)(F)C(O)=O, predict the reaction product. The product is: [NH2:8][CH2:9][CH2:10][O:11][C:12]1[CH:17]=[CH:16][C:15]([C@@H:18]([NH:23][S:24]([C:27]2[CH:28]=[CH:29][C:30]([O:33][CH2:34][C:35]#[C:36][CH3:37])=[CH:31][CH:32]=2)(=[O:26])=[O:25])[C:19]([O:21][CH3:22])=[O:20])=[CH:14][CH:13]=1. (5) Given the reactants C1COCC1.C(=S)(OC1C=CC=CC=1)[O:7][C@H:8]1[CH2:15][C@@:14]2([CH2:18][CH:19]=[C:20]([CH3:22])[CH3:21])[C:16](=[O:17])[C@H:10]([C:11](=[O:25])[CH:12]=[C:13]2[O:23][CH3:24])[C@:9]1([CH3:40])[CH2:26][CH2:27][CH2:28][C:29]([CH3:39])([O:31][Si:32]([CH2:37][CH3:38])([CH2:35][CH3:36])[CH2:33][CH3:34])[CH3:30].[Li]N1C(C)(C)CCCC1(C)C.CCCCCC, predict the reaction product. The product is: [OH:7][C@@H:8]1[C@@:9]([CH3:40])([CH2:26][CH2:27][CH2:28][C:29]([CH3:30])([O:31][Si:32]([CH2:35][CH3:36])([CH2:37][CH3:38])[CH2:33][CH3:34])[CH3:39])[C@@H:10]2[C:16](=[O:17])[C@@:14]([CH2:18][CH:19]=[C:20]([CH3:21])[CH3:22])([C:13]([O:23][CH3:24])=[CH:12][C:11]2=[O:25])[CH2:15]1. (6) Given the reactants [N:1]([CH2:4][C:5]1[CH:13]=[CH:12][CH:11]=[CH:10][C:6]=1[C:7](O)=[O:8])=[N+:2]=[N-:3].S(Cl)([Cl:16])=O, predict the reaction product. The product is: [N:1]([CH2:4][C:5]1[CH:13]=[CH:12][CH:11]=[CH:10][C:6]=1[C:7]([Cl:16])=[O:8])=[N+:2]=[N-:3]. (7) Given the reactants [H-].[Na+].C[O:4][CH2:5][C:6]([O:8][CH3:9])=O.[CH3:10][CH:11]([CH3:15])[C:12](=[O:14])[CH3:13], predict the reaction product. The product is: [CH3:9][O:8][CH2:6][C:5](=[O:4])[CH2:13][C:12](=[O:14])[CH:11]([CH3:15])[CH3:10].